Dataset: Catalyst prediction with 721,799 reactions and 888 catalyst types from USPTO. Task: Predict which catalyst facilitates the given reaction. (1) Reactant: C(C1C(=O)C(Cl)=C(Cl)C(=O)C=1C#N)#N.[Br:15][C:16]1[C:17]2[CH:43]=[CH:42][CH:41]=[CH:40][C:18]=2[O:19][C:20]=1[C:21]1[C:22]([CH3:39])=[N:23][N:24]2[C:29]3[N:30]([CH:33]([CH2:36][CH3:37])[CH2:34][CH3:35])[CH2:31][CH2:32][C:28]=3[C:27]([CH3:38])=[N:26][C:25]=12. Product: [Br:15][C:16]1[C:17]2[CH:43]=[CH:42][CH:41]=[CH:40][C:18]=2[O:19][C:20]=1[C:21]1[C:22]([CH3:39])=[N:23][N:24]2[C:29]3[N:30]([CH:33]([CH2:34][CH3:35])[CH2:36][CH3:37])[CH:31]=[CH:32][C:28]=3[C:27]([CH3:38])=[N:26][C:25]=12. The catalyst class is: 2. (2) Reactant: [CH3:1][C:2]1[CH:7]=[CH:6][C:5]([S:8](Cl)(=[O:10])=[O:9])=[CH:4][CH:3]=1.[CH3:12][O:13][CH2:14][CH2:15][CH2:16][OH:17].N1C=CC=CC=1. Product: [CH3:12][O:13][CH2:14][CH2:15][CH2:16][O:17][S:8]([C:5]1[CH:6]=[CH:7][C:2]([CH3:1])=[CH:3][CH:4]=1)(=[O:10])=[O:9]. The catalyst class is: 6. (3) Reactant: [NH:1]([C:3]([C:5]1[NH:6][C:7]2[C:12]([C:13]=1[C:14]([N:16]([CH3:18])[CH3:17])=[O:15])=[CH:11][CH:10]=[CH:9][CH:8]=2)=[O:4])[NH2:2].[Cl:19][C:20]1[CH:27]=[CH:26][C:23]([CH:24]=O)=[CH:22][CH:21]=1. Product: [Cl:19][C:20]1[CH:27]=[CH:26][C:23]([CH:24]=[N:2][NH:1][C:3]([C:5]2[NH:6][C:7]3[C:12]([C:13]=2[C:14]([N:16]([CH3:18])[CH3:17])=[O:15])=[CH:11][CH:10]=[CH:9][CH:8]=3)=[O:4])=[CH:22][CH:21]=1. The catalyst class is: 8.